This data is from CYP2C9 inhibition data for predicting drug metabolism from PubChem BioAssay. The task is: Regression/Classification. Given a drug SMILES string, predict its absorption, distribution, metabolism, or excretion properties. Task type varies by dataset: regression for continuous measurements (e.g., permeability, clearance, half-life) or binary classification for categorical outcomes (e.g., BBB penetration, CYP inhibition). Dataset: cyp2c9_veith. (1) The result is 1 (inhibitor). The drug is NC(=O)c1cccc(N)c1. (2) The compound is NCCC[C@H](N)CC(=O)N[C@H]1CNC(=O)[C@@H]([C@@H]2C[C@H](O)N=C(N)N2)NC(=O)/C(=C/NC(N)=O)NC(=O)[C@@H](CO)NC(=O)[C@@H](CO)NC1=O. The result is 0 (non-inhibitor). (3) The molecule is CCCNc1ncnc2[nH]ncc12. The result is 0 (non-inhibitor). (4) The drug is COC(=O)C/C=C\[C@H](C)[C@H](CO)NS(=O)(=O)c1ccc(C)cc1. The result is 0 (non-inhibitor). (5) The result is 0 (non-inhibitor). The compound is Cc1ccc(S(=O)(=O)N[C@H]2COC(=O)[C@@H](C)COC(=O)C/C=C\[C@H]2C)cc1. (6) The molecule is COC(=O)[C@H]1C[C@@H]1[C@H](NC(=O)OCc1ccccc1)c1ccccc1. The result is 1 (inhibitor). (7) The compound is COC(=O)C/C=C\[C@H](C)[C@@H](OC)c1ccccc1Br. The result is 0 (non-inhibitor). (8) The drug is COC(=O)[C@@]1(Cc2ccc(OC)cc2)[C@H]2c3cc(C(=O)N(C)C)[nH]c3C[C@H]2CN1C(=O)c1ccccc1. The result is 1 (inhibitor). (9) The compound is Nc1nc(NCc2ccccc2)nc(Nc2cccc(F)c2)c1[N+](=O)[O-]. The result is 0 (non-inhibitor).